Task: Regression/Classification. Given a drug SMILES string, predict its toxicity properties. Task type varies by dataset: regression for continuous values (e.g., LD50, hERG inhibition percentage) or binary classification for toxic/non-toxic outcomes (e.g., AMES mutagenicity, cardiotoxicity, hepatotoxicity). Dataset: ld50_zhu.. Dataset: Acute oral toxicity (LD50) regression data from Zhu et al. (1) The molecule is CCCC(=O)O. The rat oral LD50 is 1.64, given as -log10 of the dose in mol/kg body weight (higher means more acutely toxic). (2) The molecule is Nc1ccc([N+](=O)[O-])c(Cl)n1. The rat oral LD50 is 1.99, given as -log10 of the dose in mol/kg body weight (higher means more acutely toxic). (3) The compound is CCOC(C1=NCC(C)(C)CN1)c1cccc2ccccc12. The rat oral LD50 is 3.73, given as -log10 of the dose in mol/kg body weight (higher means more acutely toxic). (4) The drug is N#CC(=Cc1ccc(Cl)cc1Cl)C(=O)O. The rat oral LD50 is 3.69, given as -log10 of the dose in mol/kg body weight (higher means more acutely toxic).